This data is from Experimentally validated miRNA-target interactions with 360,000+ pairs, plus equal number of negative samples. The task is: Binary Classification. Given a miRNA mature sequence and a target amino acid sequence, predict their likelihood of interaction. (1) The miRNA is mmu-miR-1251-5p with sequence ACUCUAGCUGCCAAAGGCGCU. The protein sequence of the target gene is MAAKGAHGTHLKVESEVERCRAEGQWDRMFELARHLQMLGISGGGSSNRRNSPSGRFTTLDTDDFVKLLLAEALLEQCLKDNHDKIKNSIPLLEKTDHRLNEAKDHLSSLLNNGKLPPQYMCEAMLILGKLHYVEGSYRDAVSMYARAGIDDISVENKPLYQMRLLSEAFVIKGLSLERLPNSVASHIRLTEREEEVVACFERASWVAQVFLQELEKTSNNSTSRHLKGSLSPDYELSYFLEAALQSAYVKNLKKGNIVKGMRELREILRTVETKATQNFKVVAAKHLAGVLLHSLSEDC.... Result: 1 (interaction). (2) The miRNA is hsa-miR-621 with sequence GGCUAGCAACAGCGCUUACCU. The protein sequence of the target gene is MSFFGFGQSVEVEILLNDAESRKRAEHKTEDGKKEKYFLFYDGETVSGKVSLSLKNPNKRLEHQGIKIEFIGQIELYYDRGNHHEFVSLVKDLARPGEITQSQAFDFEFTHVEKPYESYTGQNVKLRYFLRATISRRLNDVVKEMDIVVHTLSTYPELNSSIKMEVGIEDCLHIEFEYNKSKYHLKDVIVGKIYFLLVRIKIKHMEIDIIKRETTGTGPNVYHENDTIAKYEIMDGAPVRGESIPIRLFLAGYELTPTMRDINKKFSVRYYLNLVLIDEEERRYFKQQEVVLWRKGDIVR.... Result: 0 (no interaction). (3) The miRNA is mmu-miR-206-3p with sequence UGGAAUGUAAGGAAGUGUGUGG. The protein sequence of the target gene is MAAAALPAWLSLQSRARTLRAFSTAVYSATPVPTPSLPERTPGNERPPRRKALPPRTEKMAVDQDWPSVYPVAAPFKPSAVPLPVRMGYPVKKGVPMAKEGNLELLKIPNFLHLTPVAIKKHCEALKDFCTEWPAALDSDEKCEKHFPIEIDSTDYVSSGPSVRNPRARVVVLRVKLSSLNLDDHAKKKLIKLVGERYCKTTDVLTIKTDRCPLRRQNYDYAVYLLTVLYHESWNTEEWEKSKTEADMEEYIWENSSSERNILETLLQMKAAEKNMEINKEELLGTKEIEEYKKSVVSLK.... Result: 0 (no interaction). (4) The miRNA is mmu-miR-99a-5p with sequence AACCCGUAGAUCCGAUCUUGUG. The protein sequence of the target gene is MSASAVYVLDLKGKVLICRNYRGDVDMSEVEHFMPILMEKEEEGMLSPILAHGGVRFMWIKHNNLYLVATSKKNACVSLVFSFLYKVVQVFSEYFKELEEESIRDNFVIIYELLDELMDFGYPQTTDSKILQEYITQEGHKLETGAPRPPATVTNAVSWRSEGIKYRKNEVFLDVIESVNLLVSANGNVLRSEIVGSIKMRVFLSGMPELRLGLNDKVLFDNTGRGKSKSVELEDVKFHQCVRLSRFENDRTISFIPPDGEFELMSYRLNTHVKPLIWIESVIEKHSHSRIEYMIKAKSQ.... Result: 0 (no interaction).